This data is from Forward reaction prediction with 1.9M reactions from USPTO patents (1976-2016). The task is: Predict the product of the given reaction. (1) Given the reactants [NH2:1][CH2:2][C@H:3]1[CH2:8][CH2:7][C@H:6]([C:9]([OH:11])=[O:10])[CH2:5][CH2:4]1.S(Cl)(Cl)=O.[CH3:16]O, predict the reaction product. The product is: [NH2:1][CH2:2][C@H:3]1[CH2:4][CH2:5][C@H:6]([C:9]([O:11][CH3:16])=[O:10])[CH2:7][CH2:8]1. (2) Given the reactants [CH3:1][C:2]1[C:6]([C:7]2[C:16]3[O:15][CH2:14][C@H:13]([C:17]4[CH:22]=[CH:21][CH:20]=[CH:19][N:18]=4)[N:12]4[C:23](=[O:25])[NH:24][C:10]([C:11]=34)=[C:9]([CH:26]=[O:27])[CH:8]=2)=[C:5]([CH3:28])[O:4][N:3]=1.[CH3:29][Mg]I.C(OCC)C, predict the reaction product. The product is: [CH3:1][C:2]1[C:6]([C:7]2[C:16]3[O:15][CH2:14][C@H:13]([C:17]4[CH:22]=[CH:21][CH:20]=[CH:19][N:18]=4)[N:12]4[C:23](=[O:25])[NH:24][C:10]([C:11]=34)=[C:9]([CH:26]([OH:27])[CH3:29])[CH:8]=2)=[C:5]([CH3:28])[O:4][N:3]=1. (3) Given the reactants [C:1]1(=[O:7])[CH2:6][CH2:5][CH2:4][CH2:3][CH2:2]1.C(N(CC)C(C)C)(C)C.[CH2:17](Cl)[O:18]C, predict the reaction product. The product is: [OH:18][CH2:17][C@@H:2]1[CH2:3][CH2:4][CH2:5][CH2:6][C:1]1=[O:7]. (4) The product is: [CH3:21][C:14]1([CH3:22])[C:15]2[C:20](=[CH:19][CH:18]=[CH:17][CH:16]=2)[N:12]([CH:9]2[CH2:8][CH2:7][N:6]([C:4](=[O:5])[C@@H:3]([NH:2][S:48]([C:43]3[CH:44]=[CH:45][CH:46]=[CH:47][C:42]=3[N+:39]([O-:41])=[O:40])(=[O:49])=[O:50])[CH2:24][CH2:25][C:26]3[CH:27]=[CH:28][CH:29]=[CH:30][CH:31]=3)[CH2:11][CH2:10]2)[C:13]1=[O:23]. Given the reactants Cl.[NH2:2][C@@H:3]([CH2:24][CH2:25][C:26]1[CH:31]=[CH:30][CH:29]=[CH:28][CH:27]=1)[C:4]([N:6]1[CH2:11][CH2:10][CH:9]([N:12]2[C:20]3[C:15](=[CH:16][CH:17]=[CH:18][CH:19]=3)[C:14]([CH3:22])([CH3:21])[C:13]2=[O:23])[CH2:8][CH2:7]1)=[O:5].C(N(CC)CC)C.[N+:39]([C:42]1[CH:47]=[CH:46][CH:45]=[CH:44][C:43]=1[S:48](Cl)(=[O:50])=[O:49])([O-:41])=[O:40].O, predict the reaction product.